Dataset: Peptide-MHC class I binding affinity with 185,985 pairs from IEDB/IMGT. Task: Regression. Given a peptide amino acid sequence and an MHC pseudo amino acid sequence, predict their binding affinity value. This is MHC class I binding data. The peptide sequence is AAFEDLRLL. The MHC is HLA-A02:02 with pseudo-sequence HLA-A02:02. The binding affinity (normalized) is 0.223.